Dataset: Full USPTO retrosynthesis dataset with 1.9M reactions from patents (1976-2016). Task: Predict the reactants needed to synthesize the given product. (1) Given the product [NH2:1][C:2]1[NH:6][N:5]=[C:4]([CH3:7])[C:3]=1[C:8]1[S:9][C:10]2[CH:16]=[C:15]([S:17]([NH2:28])(=[O:19])=[O:18])[C:14]([F:21])=[CH:13][C:11]=2[N:12]=1, predict the reactants needed to synthesize it. The reactants are: [NH2:1][C:2]1[NH:6][N:5]=[C:4]([CH3:7])[C:3]=1[C:8]1[S:9][C:10]2[CH:16]=[C:15]([S:17](O)(=[O:19])=[O:18])[C:14]([F:21])=[CH:13][C:11]=2[N:12]=1.FC1C=CC2SC(C3C(C)=NNC=3N)=[N:28]C=2C=1.N. (2) Given the product [Cl:22][C:23]1[CH:37]=[CH:36][C:26]([CH2:27][S:28][C:29]2[CH:34]=[CH:33][N:32]([C:8]3[CH:19]=[CH:18][C:11]([O:12][CH2:13][C:14]([OH:16])([CH3:17])[CH3:15])=[C:10]([O:20][CH3:21])[CH:9]=3)[C:31](=[O:35])[N:30]=2)=[CH:25][CH:24]=1, predict the reactants needed to synthesize it. The reactants are: CNCCNC.Br[C:8]1[CH:19]=[CH:18][C:11]([O:12][CH2:13][C:14]([CH3:17])([OH:16])[CH3:15])=[C:10]([O:20][CH3:21])[CH:9]=1.[Cl:22][C:23]1[CH:37]=[CH:36][C:26]([CH2:27][S:28][C:29]2[CH:34]=[CH:33][NH:32][C:31](=[O:35])[N:30]=2)=[CH:25][CH:24]=1.P([O-])([O-])([O-])=O.[K+].[K+].[K+].